From a dataset of Forward reaction prediction with 1.9M reactions from USPTO patents (1976-2016). Predict the product of the given reaction. (1) Given the reactants [Br:1][C:2]1[S:3][C:4]([CH:7]([OH:10])[CH2:8][CH3:9])=[CH:5][N:6]=1.CC(OI1(OC(C)=O)(OC(C)=O)OC(=O)C2C=CC=CC1=2)=O, predict the reaction product. The product is: [Br:1][C:2]1[S:3][C:4]([C:7](=[O:10])[CH2:8][CH3:9])=[CH:5][N:6]=1. (2) Given the reactants [C:1]([O:5][C:6]([NH:8][CH2:9][C:10]1[C:11]([CH2:31][CH:32]([CH3:34])[CH3:33])=[N:12][C:13]([CH3:30])=[C:14]([C:22]=1[C:23]1[CH:28]=[CH:27][C:26]([OH:29])=[CH:25][CH:24]=1)[C:15]([O:17][C:18]([CH3:21])([CH3:20])[CH3:19])=[O:16])=[O:7])([CH3:4])([CH3:3])[CH3:2].[C:35](=O)([O-])[O-].[K+].[K+].IC, predict the reaction product. The product is: [C:1]([O:5][C:6]([NH:8][CH2:9][C:10]1[C:11]([CH2:31][CH:32]([CH3:34])[CH3:33])=[N:12][C:13]([CH3:30])=[C:14]([C:22]=1[C:23]1[CH:28]=[CH:27][C:26]([O:29][CH3:35])=[CH:25][CH:24]=1)[C:15]([O:17][C:18]([CH3:21])([CH3:20])[CH3:19])=[O:16])=[O:7])([CH3:4])([CH3:2])[CH3:3]. (3) Given the reactants O=[C:2]1[C:15]2[CH:14]=[CH:13][C:12]([C:16]([OH:18])=[O:17])=[CH:11][C:10]=2[NH:9][C:8]2[CH2:7][CH2:6][CH2:5][CH2:4][C:3]1=2.P(Cl)(Cl)([Cl:21])=O, predict the reaction product. The product is: [Cl:21][C:2]1[C:3]2[CH2:4][CH2:5][CH2:6][CH2:7][C:8]=2[N:9]=[C:10]2[C:15]=1[CH:14]=[CH:13][C:12]([C:16]([OH:18])=[O:17])=[CH:11]2.